From a dataset of Experimentally validated miRNA-target interactions with 360,000+ pairs, plus equal number of negative samples. Binary Classification. Given a miRNA mature sequence and a target amino acid sequence, predict their likelihood of interaction. (1) The miRNA is mmu-miR-200c-3p with sequence UAAUACUGCCGGGUAAUGAUGGA. The protein sequence of the target gene is MDMTDGCQFSPSEYFYEGSCIPSPEDEFGDQFEPRVAAFGAHKAELQGSDDEEHVRAPTGHHQAGHCLMWACKACKRKSTTMDRRKAATMRERRRLKKVNQAFETLKRCTTTNPNQRLPKVEILRNAIRYIESLQELLREQVENYYSLPGQSCSEPTSPTSNCSDGMPECNSPVWSRKNSSFDSIYCPDVSNACAADKSSVSSLDCLSSIVDRITSTEPSELALQDTASLSPATSANSQPATPGPSSSRLIYHVL. Result: 0 (no interaction). (2) The miRNA is mmu-miR-344e-3p with sequence GAUAUAACCAAAGCCUGACUAU. The protein sequence of the target gene is MATVDLEKLRMSGAGKAIGVLTSGGDAQGMNAAVRAVTRMGIYVGAKVFLIYEGYEGLVEGGENIKPANWLSVSNIIQLGGTIIGSARCKAFTTREGRLAAAYNLLQHGITNLCVIGGDGSLTGANIFRNEWGSLLEELVKEGKISESTAQNYAHLTIAGLVGSIDNDFCGTDMTIGTDSALHRIMEVIDAITTTAQSHQRTFVLEVMGRHCGYLALVSALASGADWLFIPEAPPEDGWENFMCERLGETRSRGSRLNIIIIAEGAIDRHGKPISSSYVKDLVVQRLGFDTRVTVLGHVQ.... Result: 1 (interaction). (3) The miRNA is hsa-miR-6872-3p with sequence CCCAUGCCUCCUGCCGCGGUC. The protein sequence of the target gene is MDLFDFFRDWDLEQQCHYEQDRSALKKREWERRNQEVQQEDDLFSSGFDLFGEPYKVAEYTNKGDALANRVQNTLGNYDEMKNLLTNHSNQNHLVGIPKNSVPQNPNNKNEPSFFPEQKNRIIPPHQDNTHPSAPMPPPSVVILNSTLIHSNRKSKPEWSRDSHNPSTVLASQASGQPNKMQTLTQDQSQAKLEDFFVYPAEQPQIGEVEESNPSAKEDSNPNSSGEDAFKEIFQSNSPEESEFAVQAPGSPLVASSLLAPSSGLSVQNFPPGLYCKTSMGQQKPTAYVRPMDGQDQAPD.... Result: 0 (no interaction). (4) The miRNA is cel-miR-72-5p with sequence AGGCAAGAUGUUGGCAUAGCUGA. The protein sequence of the target gene is MATMIPPVKLKWLEHLNSSWITEDSESIATREGVAVLYSKLVSNKEVVPLPQQVLCLKGPQLPDFERESLSSDEQDHYLDALLSSQLALAKMVCSDSPFAGALRKRLLVLQRVFYALSNKYHDKGKVKQQQHSPESSSGSADVHSVSERPRSSTDALIEMGVRTGLSLLFALLRQSWMMPVSGPGLSLCNDVIHTAIEVVSSLPPLSLANESKIPPMGLDCLSQVTTFLKGVTIPNSGADTLGRRLASELLLGLAAQRGSLRYLLEWIEMALGASAVVHTMEKGKLLSSQEGMISFDCFM.... Result: 0 (no interaction).